From a dataset of Full USPTO retrosynthesis dataset with 1.9M reactions from patents (1976-2016). Predict the reactants needed to synthesize the given product. (1) The reactants are: [H-].COCCO[Al+]OCCOC.[Na+].[H-].[CH2:15]([N:17]1[CH2:21][CH2:20][CH2:19][CH:18]1[C:22]([NH2:24])=O)[CH3:16].O1CCCC1. Given the product [CH2:15]([N:17]1[CH2:21][CH2:20][CH2:19][CH:18]1[CH2:22][NH2:24])[CH3:16], predict the reactants needed to synthesize it. (2) Given the product [Cl:1][C:2]1[CH:10]=[C:9]2[C:5]([C:6]([C:11]([N:13]3[CH2:18][CH2:17][C:16]4([C:22]5[CH:23]=[CH:24][C:25]([F:27])=[CH:26][C:21]=5[C:20](=[O:28])[O:19]4)[CH2:15][CH2:14]3)=[O:12])=[CH:7][N:8]2[CH2:30][C:31]([N:33]2[CH2:38][CH2:37][O:36][CH2:35][CH2:34]2)=[O:32])=[CH:4][CH:3]=1, predict the reactants needed to synthesize it. The reactants are: [Cl:1][C:2]1[CH:10]=[C:9]2[C:5]([C:6]([C:11]([N:13]3[CH2:18][CH2:17][C:16]4([C:22]5[CH:23]=[CH:24][C:25]([F:27])=[CH:26][C:21]=5[C:20](=[O:28])[O:19]4)[CH2:15][CH2:14]3)=[O:12])=[CH:7][NH:8]2)=[CH:4][CH:3]=1.Cl[CH2:30][C:31]([N:33]1[CH2:38][CH2:37][O:36][CH2:35][CH2:34]1)=[O:32]. (3) Given the product [C:29]([O:32][CH2:33][C:34]1[C:35]([N:50]2[C:62](=[O:63])[C:61]3[S:60][C:59]4[CH2:58][CH2:57][CH2:56][CH2:55][C:54]=4[C:53]=3[CH:52]=[N:51]2)=[CH:36][C:37]([F:49])=[CH:38][C:39]=1[C:2]1[CH:3]=[C:4]([NH:10][C:11]2[CH:16]=[CH:15][C:14]([N:17]3[CH2:22][C@@H:21]([CH3:23])[N:20]([CH:24]4[CH2:25][O:26][CH2:27]4)[CH2:19][C@@H:18]3[CH3:28])=[CH:13][N:12]=2)[C:5](=[O:9])[N:6]([CH3:8])[CH:7]=1)(=[O:31])[CH3:30], predict the reactants needed to synthesize it. The reactants are: Br[C:2]1[CH:3]=[C:4]([NH:10][C:11]2[CH:16]=[CH:15][C:14]([N:17]3[CH2:22][C@@H:21]([CH3:23])[N:20]([CH:24]4[CH2:27][O:26][CH2:25]4)[CH2:19][C@@H:18]3[CH3:28])=[CH:13][N:12]=2)[C:5](=[O:9])[N:6]([CH3:8])[CH:7]=1.[C:29]([O:32][CH2:33][C:34]1[C:39](B2OC(C)(C)C(C)(C)O2)=[CH:38][C:37]([F:49])=[CH:36][C:35]=1[N:50]1[C:62](=[O:63])[C:61]2[S:60][C:59]3[CH2:58][CH2:57][CH2:56][CH2:55][C:54]=3[C:53]=2[CH:52]=[N:51]1)(=[O:31])[CH3:30].[O-]P([O-])([O-])=O.[K+].[K+].[K+].C([O-])(=O)C.[Na+].